From a dataset of Reaction yield outcomes from USPTO patents with 853,638 reactions. Predict the reaction yield, written as a fraction of the theoretical maximum amount of product (1.0 means a 100% yield; for example, 0.34 means a 34% yield). The catalyst is O1CCCC1. The product is [F:17][C:18]1[CH:19]=[C:20]([CH:24]([NH:28][C:29]2[CH:34]=[C:33]([F:35])[C:32]([F:36])=[C:31]([F:37])[CH:30]=2)[C:25]([O:27][C@@H:50]2[CH:51]3[CH2:54][CH2:55][N:48]([CH2:53][CH2:52]3)[CH2:49]2)=[O:26])[CH:21]=[CH:22][CH:23]=1. The yield is 0.320. The reactants are C1(N=C=NC2CCCCC2)CCCCC1.Cl.[F:17][C:18]1[CH:19]=[C:20]([CH:24]([NH:28][C:29]2[CH:34]=[C:33]([F:35])[C:32]([F:36])=[C:31]([F:37])[CH:30]=2)[C:25]([OH:27])=[O:26])[CH:21]=[CH:22][CH:23]=1.C1C=CC2N(O)N=NC=2C=1.[N:48]12[CH2:55][CH2:54][CH:51]([CH2:52][CH2:53]1)[C@@H:50](O)[CH2:49]2.